Dataset: Reaction yield outcomes from USPTO patents with 853,638 reactions. Task: Predict the reaction yield, written as a fraction of the theoretical maximum amount of product (1.0 means a 100% yield; for example, 0.34 means a 34% yield). (1) The reactants are [P:1]([O-:8])([O:5][CH2:6][CH3:7])[O:2][CH2:3][CH3:4].[CH2:9]=[O:10].[C:11]1([CH3:21])[CH:16]=[CH:15][C:14]([S:17](Cl)(=[O:19])=[O:18])=[CH:13][CH:12]=1. The catalyst is C(N(CC)CC)C.C1(C)C=CC=CC=1. The product is [C:11]1([CH3:21])[CH:16]=[CH:15][C:14]([S:17]([O:10][CH2:9][P:1](=[O:8])([O:5][CH2:6][CH3:7])[O:2][CH2:3][CH3:4])(=[O:19])=[O:18])=[CH:13][CH:12]=1. The yield is 0.776. (2) The reactants are [NH2:1][C:2]1[CH:7]=[C:6]([CH2:8][S:9][C:10]2[C:15]([C:16]([NH:18][C:19]3[CH:24]=[C:23]([CH3:25])[CH:22]=[C:21]([CH3:26])[CH:20]=3)=[O:17])=[CH:14][CH:13]=[CH:12][N:11]=2)[CH:5]=[CH:4][N:3]=1.[H-].[Na+].[C:29]([O:33][C:34](=[O:37])[CH2:35]Br)([CH3:32])([CH3:31])[CH3:30]. The catalyst is CN(C)C=O. The product is [NH2:1][C:2]1[CH:7]=[C:6]([CH2:8][S:9][C:10]2[C:15]([C:16]([N:18]([CH2:35][C:34]([O:33][C:29]([CH3:32])([CH3:31])[CH3:30])=[O:37])[C:19]3[CH:24]=[C:23]([CH3:25])[CH:22]=[C:21]([CH3:26])[CH:20]=3)=[O:17])=[CH:14][CH:13]=[CH:12][N:11]=2)[CH:5]=[CH:4][N:3]=1. The yield is 0.690. (3) The product is [CH2:40]([O:42][C:52]1[C:53]([C:55]([F:57])([F:58])[F:56])=[CH:54][C:49]([N:48]2[CH:44]([OH:43])[CH2:45][N:46]([CH3:61])[C:47]2=[O:60])=[N:50][CH:51]=1)[CH3:41]. The reactants are C(P(C(C)(C)C)C1C(OC)=CC=C(C)C=1C1C(C(C)C)=CC(C(C)C)=CC=1C(C)C)(C)(C)C.C([O-])([O-])=O.[Cs+].[Cs+].[CH2:40]([OH:42])[CH3:41].[OH:43][CH:44]1[N:48]([C:49]2[CH:54]=[C:53]([C:55]([F:58])([F:57])[F:56])[C:52](I)=[CH:51][N:50]=2)[C:47](=[O:60])[N:46]([CH3:61])[CH:45]1C. The yield is 0.130. The catalyst is C1(C)C=CC=CC=1.CCOC(C)=O.[CH2-]C=C.[CH2-]C=C.Cl[Pd+].Cl[Pd+].